From a dataset of Reaction yield outcomes from USPTO patents with 853,638 reactions. Predict the reaction yield, written as a fraction of the theoretical maximum amount of product (1.0 means a 100% yield; for example, 0.34 means a 34% yield). (1) The reactants are [OH:1][C:2]1[CH:11]=[C:10]([I:12])[CH:9]=[CH:8][C:3]=1[C:4]([O:6][CH3:7])=[O:5].[Cl:13]N1C(=O)CCC1=O. The yield is 0.700. The product is [Cl:13][C:9]1[C:10]([I:12])=[CH:11][C:2]([OH:1])=[C:3]([CH:8]=1)[C:4]([O:6][CH3:7])=[O:5]. The catalyst is C(O)(=O)C. (2) The product is [CH2:26]([CH:30]1[CH2:35][CH2:34][N:33]([CH2:2][CH2:3][CH2:4][N:5]2[C:10]3[CH:11]=[CH:12][C:13]([F:16])=[C:14]([F:15])[C:9]=3[O:8][CH2:7][C:6]2=[O:17])[CH2:32][CH2:31]1)[CH2:27][CH2:28][CH3:29]. The catalyst is CCCCCCC.CCOC(C)=O. The yield is 0.650. The reactants are Cl[CH2:2][CH2:3][CH2:4][N:5]1[C:10]2[CH:11]=[CH:12][C:13]([F:16])=[C:14]([F:15])[C:9]=2[O:8][CH2:7][C:6]1=[O:17].C([O-])([O-])=O.[K+].[K+].[Na+].[I-].[CH2:26]([CH:30]1[CH2:35][CH2:34][NH:33][CH2:32][CH2:31]1)[CH2:27][CH2:28][CH3:29]. (3) The reactants are [NH2:1][C@@H:2]([C@H:5]([CH3:11])[CH2:6][C:7]([F:10])([F:9])[F:8])[CH2:3][OH:4].C(N(CC)CC)C.[Cl:19][C:20]1[S:24][C:23]([S:25](Cl)(=[O:27])=[O:26])=[CH:22][CH:21]=1. The catalyst is C(Cl)Cl.CCOC(C)=O. The product is [Cl:19][C:20]1[S:24][C:23]([S:25]([NH:1][C@H:2]([CH2:3][OH:4])[C@H:5]([CH3:11])[CH2:6][C:7]([F:8])([F:9])[F:10])(=[O:27])=[O:26])=[CH:22][CH:21]=1. The yield is 0.750.